Dataset: Peptide-MHC class I binding affinity with 185,985 pairs from IEDB/IMGT. Task: Regression. Given a peptide amino acid sequence and an MHC pseudo amino acid sequence, predict their binding affinity value. This is MHC class I binding data. (1) The peptide sequence is KTSTLIFFV. The MHC is HLA-A02:06 with pseudo-sequence HLA-A02:06. The binding affinity (normalized) is 0.948. (2) The peptide sequence is YVQMALMKL. The MHC is Patr-B2401 with pseudo-sequence Patr-B2401. The binding affinity (normalized) is 0. (3) The peptide sequence is FTNDPFPWL. The MHC is HLA-A02:01 with pseudo-sequence HLA-A02:01. The binding affinity (normalized) is 0.297. (4) The peptide sequence is YLDWHAGHAW. The MHC is HLA-A02:01 with pseudo-sequence HLA-A02:01. The binding affinity (normalized) is 0.0355. (5) The peptide sequence is QRKGRVGRV. The MHC is HLA-B08:01 with pseudo-sequence HLA-B08:01. The binding affinity (normalized) is 0.0519. (6) The peptide sequence is ATIDNYNKF. The MHC is HLA-A30:02 with pseudo-sequence HLA-A30:02. The binding affinity (normalized) is 0.381.